Dataset: NCI-60 drug combinations with 297,098 pairs across 59 cell lines. Task: Regression. Given two drug SMILES strings and cell line genomic features, predict the synergy score measuring deviation from expected non-interaction effect. (1) Drug 1: C1=CN(C(=O)N=C1N)C2C(C(C(O2)CO)O)O.Cl. Drug 2: CCCCCOC(=O)NC1=NC(=O)N(C=C1F)C2C(C(C(O2)C)O)O. Cell line: UO-31. Synergy scores: CSS=15.4, Synergy_ZIP=-3.89, Synergy_Bliss=-1.60, Synergy_Loewe=-12.3, Synergy_HSA=-0.234. (2) Drug 1: CC12CCC(CC1=CCC3C2CCC4(C3CC=C4C5=CN=CC=C5)C)O. Drug 2: C1CNP(=O)(OC1)N(CCCl)CCCl. Cell line: SW-620. Synergy scores: CSS=1.28, Synergy_ZIP=-1.32, Synergy_Bliss=-5.90, Synergy_Loewe=-8.65, Synergy_HSA=-6.93. (3) Drug 1: C1=NC2=C(N1)C(=S)N=CN2. Drug 2: COCCOC1=C(C=C2C(=C1)C(=NC=N2)NC3=CC=CC(=C3)C#C)OCCOC.Cl. Cell line: K-562. Synergy scores: CSS=28.2, Synergy_ZIP=-0.702, Synergy_Bliss=-1.23, Synergy_Loewe=-29.3, Synergy_HSA=-0.718. (4) Drug 1: CCCCC(=O)OCC(=O)C1(CC(C2=C(C1)C(=C3C(=C2O)C(=O)C4=C(C3=O)C=CC=C4OC)O)OC5CC(C(C(O5)C)O)NC(=O)C(F)(F)F)O. Cell line: SF-539. Drug 2: C1CN(CCN1C(=O)CCBr)C(=O)CCBr. Synergy scores: CSS=47.6, Synergy_ZIP=-3.44, Synergy_Bliss=-2.84, Synergy_Loewe=-15.5, Synergy_HSA=-0.274. (5) Drug 1: C1=NC2=C(N=C(N=C2N1C3C(C(C(O3)CO)O)O)F)N. Drug 2: CC1=C(N=C(N=C1N)C(CC(=O)N)NCC(C(=O)N)N)C(=O)NC(C(C2=CN=CN2)OC3C(C(C(C(O3)CO)O)O)OC4C(C(C(C(O4)CO)O)OC(=O)N)O)C(=O)NC(C)C(C(C)C(=O)NC(C(C)O)C(=O)NCCC5=NC(=CS5)C6=NC(=CS6)C(=O)NCCC[S+](C)C)O. Cell line: SF-539. Synergy scores: CSS=45.7, Synergy_ZIP=-7.44, Synergy_Bliss=-8.23, Synergy_Loewe=-19.5, Synergy_HSA=-2.25. (6) Drug 1: C1=NC2=C(N=C(N=C2N1C3C(C(C(O3)CO)O)O)F)N. Drug 2: CC(C)NC(=O)C1=CC=C(C=C1)CNNC.Cl. Cell line: DU-145. Synergy scores: CSS=4.40, Synergy_ZIP=1.24, Synergy_Bliss=2.18, Synergy_Loewe=-6.07, Synergy_HSA=-5.64. (7) Drug 1: C1=CC(=C2C(=C1NCCNCCO)C(=O)C3=C(C=CC(=C3C2=O)O)O)NCCNCCO. Drug 2: CC=C1C(=O)NC(C(=O)OC2CC(=O)NC(C(=O)NC(CSSCCC=C2)C(=O)N1)C(C)C)C(C)C. Cell line: SNB-19. Synergy scores: CSS=77.9, Synergy_ZIP=2.33, Synergy_Bliss=1.75, Synergy_Loewe=4.30, Synergy_HSA=5.90.